From a dataset of Catalyst prediction with 721,799 reactions and 888 catalyst types from USPTO. Predict which catalyst facilitates the given reaction. (1) Reactant: Br[C:2]1[C:7]([C:8]([O:10][CH2:11][CH3:12])=[O:9])=[C:6]([Cl:13])[CH:5]=[CH:4][N:3]=1.[CH:14]([Zn]C(C)C)([CH3:16])[CH3:15].O.Cl. Product: [Cl:13][C:6]1[CH:5]=[CH:4][N:3]=[C:2]([CH:14]([CH3:16])[CH3:15])[C:7]=1[C:8]([O:10][CH2:11][CH3:12])=[O:9]. The catalyst class is: 12. (2) Reactant: [Br:1][C:2]1[CH:7]=[CH:6][C:5]([SH:8])=[CH:4][CH:3]=1.C(N(CC)CC)C.[CH3:16][O:17][CH2:18]Cl. Product: [Br:1][C:2]1[CH:7]=[CH:6][C:5]([S:8][CH2:16][O:17][CH3:18])=[CH:4][CH:3]=1. The catalyst class is: 20. (3) Reactant: [F:1][C:2]1[CH:7]=[CH:6][C:5](B(O)O)=[CH:4][CH:3]=1.Br[C:12]1[CH:17]=[CH:16][C:15]([OH:18])=[CH:14][C:13]=1[Cl:19].O.C(=O)([O-])[O-].[Cs+].[Cs+]. Product: [Cl:19][C:13]1[CH:14]=[C:15]([OH:18])[CH:16]=[CH:17][C:12]=1[C:5]1[CH:6]=[CH:7][C:2]([F:1])=[CH:3][CH:4]=1. The catalyst class is: 755. (4) Reactant: [C:1]([OH:10])(=O)[C:2]1[C:3](=[CH:5][CH:6]=[CH:7][CH:8]=1)[OH:4].[F:11][C:12]([F:25])([F:24])[C:13]1[CH:19]=[CH:18][C:17]([C:20]([F:23])([F:22])[F:21])=[CH:16][C:14]=1[NH2:15].P(Cl)(Cl)Cl.ClC1C=CC=CC=1. Product: [OH:4][C:3]1[CH:5]=[CH:6][CH:7]=[CH:8][C:2]=1[C:1]([NH:15][C:14]1[CH:16]=[C:17]([C:20]([F:21])([F:22])[F:23])[CH:18]=[CH:19][C:13]=1[C:12]([F:11])([F:24])[F:25])=[O:10]. The catalyst class is: 13. (5) Reactant: CO[Si:3]1([C:8]([C:10]2[CH:15]=[CH:14][C:13]([O:16][CH3:17])=[CH:12][CH:11]=2)=[CH2:9])[CH2:7][CH2:6][CH2:5][CH2:4]1.[H-].[Al+3].[Li+].[H-].[H-].[H-]. Product: [CH3:17][O:16][C:13]1[CH:12]=[CH:11][C:10]([C:8]([SiH:3]2[CH2:7][CH2:6][CH2:5][CH2:4]2)=[CH2:9])=[CH:15][CH:14]=1. The catalyst class is: 27. (6) Reactant: C[O:2][C:3](=[O:41])[CH2:4][C:5]1([C:14]2[CH:19]=[CH:18][C:17]([NH:20][C:21](=[O:40])[CH2:22][C:23]3[CH:39]=[CH:38][C:26]4[N:27]=[C:28]([NH:30][C:31]5[CH:36]=[CH:35][CH:34]=[CH:33][C:32]=5[CH3:37])[O:29][C:25]=4[CH:24]=3)=[CH:16][CH:15]=2)[C:13]2[C:8](=[CH:9][CH:10]=[CH:11][CH:12]=2)[CH2:7][CH2:6]1.[OH-].[Na+]. Product: [C:32]1([CH3:37])[CH:33]=[CH:34][CH:35]=[CH:36][C:31]=1[NH:30][C:28]1[O:29][C:25]2[CH:24]=[C:23]([CH2:22][C:21]([NH:20][C:17]3[CH:18]=[CH:19][C:14]([C:5]4([CH2:4][C:3]([OH:41])=[O:2])[C:13]5[C:8](=[CH:9][CH:10]=[CH:11][CH:12]=5)[CH2:7][CH2:6]4)=[CH:15][CH:16]=3)=[O:40])[CH:39]=[CH:38][C:26]=2[N:27]=1. The catalyst class is: 8. (7) Reactant: [CH2:1]([N:3]([CH2:30][CH3:31])[CH2:4][CH2:5][N:6]([CH2:24][CH:25](OC)[O:26]C)[C:7](=[O:23])[CH2:8][CH2:9][O:10][CH2:11][CH2:12][C:13]1[CH:22]=[CH:21][C:20]2[C:15](=[CH:16][CH:17]=[CH:18][CH:19]=2)[CH:14]=1)[CH3:2].C(=O)(O)[O-].[Na+]. Product: [CH2:30]([N:3]([CH2:1][CH3:2])[CH2:4][CH2:5][N:6]([CH2:24][CH:25]=[O:26])[C:7](=[O:23])[CH2:8][CH2:9][O:10][CH2:11][CH2:12][C:13]1[CH:22]=[CH:21][C:20]2[C:15](=[CH:16][CH:17]=[CH:18][CH:19]=2)[CH:14]=1)[CH3:31]. The catalyst class is: 89. (8) The catalyst class is: 348. Reactant: [H-].[Na+].[N+:3]([C:6]1[CH:7]=[CH:8][CH:9]=[C:10]2[C:14]=1[NH:13][C:12]([C:15]1[S:16][CH:17]=[CH:18][N:19]=1)=[CH:11]2)([O-:5])=[O:4].[CH3:20][O:21][CH2:22]Cl.O. Product: [CH3:20][O:21][CH2:22][N:13]1[C:14]2[C:10](=[CH:9][CH:8]=[CH:7][C:6]=2[N+:3]([O-:5])=[O:4])[CH:11]=[C:12]1[C:15]1[S:16][CH:17]=[CH:18][N:19]=1. (9) Reactant: [CH3:1][O:2][C:3]1[CH:8]=[CH:7][C:6]([C:9]2[C:17]3[C:16]([NH:18][CH:19]4[CH2:24][CH2:23][CH2:22][NH:21][CH2:20]4)=[N:15][CH:14]=[N:13][C:12]=3[O:11][C:10]=2[C:25]2[CH:30]=[CH:29][CH:28]=[CH:27][CH:26]=2)=[CH:5][CH:4]=1.CCN(C(C)C)C(C)C.[I-].[K+].[CH3:42][O:43][C:44](=[O:49])[CH2:45][CH2:46][CH2:47]Br. Product: [CH3:42][O:43][C:44](=[O:49])[CH2:45][CH2:46][CH2:47][N:21]1[CH2:22][CH2:23][CH2:24][CH:19]([NH:18][C:16]2[C:17]3[C:9]([C:6]4[CH:5]=[CH:4][C:3]([O:2][CH3:1])=[CH:8][CH:7]=4)=[C:10]([C:25]4[CH:30]=[CH:29][CH:28]=[CH:27][CH:26]=4)[O:11][C:12]=3[N:13]=[CH:14][N:15]=2)[CH2:20]1. The catalyst class is: 20. (10) Reactant: Cl.[CH3:2][CH2:3][C:4](=O)[CH2:5][C:6](=O)[CH2:7][CH3:8].[NH2:11][C:12]([NH2:14])=[S:13]. Product: [CH2:3]([C:4]1[CH:5]=[C:6]([CH2:7][CH3:8])[N:14]=[C:12]([SH:13])[N:11]=1)[CH3:2]. The catalyst class is: 8.